From a dataset of Rat liver microsome stability data. Regression/Classification. Given a drug SMILES string, predict its absorption, distribution, metabolism, or excretion properties. Task type varies by dataset: regression for continuous measurements (e.g., permeability, clearance, half-life) or binary classification for categorical outcomes (e.g., BBB penetration, CYP inhibition). Dataset: rlm. (1) The drug is CC[C@H](Nc1nc(N)nc(N)c1C#N)c1nc2cccc(NCc3ccc(C(=O)NO)cc3)c2c(=O)n1-c1ccccc1. The result is 0 (unstable in rat liver microsomes). (2) The molecule is O=C(Nc1ccccc1C(=O)Nc1ccccc1C(=O)NCc1ccco1)c1ccco1. The result is 1 (stable in rat liver microsomes). (3) The molecule is Cc1c(Nc2c(C#N)cnc3sc(-c4cccc(CN(C)C)c4)cc23)ccc2[nH]ccc12. The result is 1 (stable in rat liver microsomes). (4) The molecule is Cc1ccc(C(=O)N2CCc3sc(C(=O)NC(C)c4ccccc4)cc3C2)cc1. The result is 1 (stable in rat liver microsomes). (5) The molecule is N#Cc1nc(-c2cccc3ccccc23)oc1Nc1ccccc1. The result is 0 (unstable in rat liver microsomes). (6) The drug is Cc1ccc(-c2cc(-c3cc(Cl)cc(C#N)c3)ncn2)nc1. The result is 1 (stable in rat liver microsomes).